Predict which catalyst facilitates the given reaction. From a dataset of Catalyst prediction with 721,799 reactions and 888 catalyst types from USPTO. Reactant: [N:1]([CH:4]1[CH:9](O)[CH2:8][CH2:7][N:6]([C:11]([O:13][CH2:14][C:15]2[CH:20]=[CH:19][CH:18]=[CH:17][CH:16]=2)=[O:12])[CH2:5]1)=[N+]=[N-].N(C1CCN(C(OCC2C=CC=CC=2)=O)CC1O)=[N+]=[N-].C1C=CC(P(C2C=CC=CC=2)C2C=CC=CC=2)=CC=1. Product: [CH:4]12[NH:1][CH:9]1[CH2:8][CH2:7][N:6]([C:11]([O:13][CH2:14][C:15]1[CH:20]=[CH:19][CH:18]=[CH:17][CH:16]=1)=[O:12])[CH2:5]2. The catalyst class is: 12.